From a dataset of Forward reaction prediction with 1.9M reactions from USPTO patents (1976-2016). Predict the product of the given reaction. Given the reactants [I:1][C:2]1[CH:3]=[C:4]([CH:7]=[C:8]([O:12][CH3:13])[C:9]=1[O:10][CH3:11])[CH:5]=O.CCO.[ClH:17].CO.C(O[CH:23](OCC)[CH2:24][NH:25][CH2:26][C:27]1[CH:32]=[CH:31][CH:30]=[C:29]([O:33][CH2:34][CH3:35])[C:28]=1[OH:36])C, predict the reaction product. The product is: [ClH:17].[CH2:34]([O:33][C:29]1[C:28]([OH:36])=[C:27]2[C:32]([C:23]([CH2:5][C:4]3[CH:7]=[C:8]([O:12][CH3:13])[C:9]([O:10][CH3:11])=[C:2]([I:1])[CH:3]=3)=[CH:24][N:25]=[CH:26]2)=[CH:31][CH:30]=1)[CH3:35].